This data is from Full USPTO retrosynthesis dataset with 1.9M reactions from patents (1976-2016). The task is: Predict the reactants needed to synthesize the given product. (1) Given the product [Cl:1][C:2]1[N:3]=[C:4]([NH:10][C:11]2[CH:16]=[C:15]([C:17]3[CH:22]=[CH:21][C:20]([F:23])=[CH:19][C:18]=3[O:24][CH3:25])[C:14]([F:26])=[CH:13][N:12]=2)[CH:5]=[C:6]([CH2:8][Cl:29])[CH:7]=1, predict the reactants needed to synthesize it. The reactants are: [Cl:1][C:2]1[CH:7]=[C:6]([CH2:8]O)[CH:5]=[C:4]([NH:10][C:11]2[CH:16]=[C:15]([C:17]3[CH:22]=[CH:21][C:20]([F:23])=[CH:19][C:18]=3[O:24][CH3:25])[C:14]([F:26])=[CH:13][N:12]=2)[N:3]=1.S(Cl)([Cl:29])=O. (2) Given the product [N:42]1[CH:41]=[CH:40][CH:39]=[CH:44][C:43]=1[S:45][C:17](=[O:19])[CH2:16][CH2:15][C:12]1[CH:11]=[CH:10][C:9]([O:8][CH2:1][C:2]2[CH:3]=[CH:4][CH:5]=[CH:6][CH:7]=2)=[CH:14][CH:13]=1, predict the reactants needed to synthesize it. The reactants are: [CH2:1]([O:8][C:9]1[CH:14]=[CH:13][C:12]([CH2:15][CH2:16][C:17]([OH:19])=O)=[CH:11][CH:10]=1)[C:2]1[CH:7]=[CH:6][CH:5]=[CH:4][CH:3]=1.C1(P(C2C=CC=CC=2)C2C=CC=CC=2)C=CC=CC=1.[CH:39]1[CH:44]=[C:43]([S:45][S:45][C:43]2[N:42]=[CH:41][CH:40]=[CH:39][CH:44]=2)[N:42]=[CH:41][CH:40]=1.